Dataset: Experimentally validated miRNA-target interactions with 360,000+ pairs, plus equal number of negative samples. Task: Binary Classification. Given a miRNA mature sequence and a target amino acid sequence, predict their likelihood of interaction. The miRNA is mmu-miR-2136 with sequence CUGGGUGUUGACUGAGAUGUG. The protein sequence of the target gene is MSHTEVKLKIPFGNKLLDAVCLVPNKSLTYGIILTHGASGDMNLPHLMSLASHLASHGFFCLRFTCKGLNIVHRIKAYKSVLNYLKTSGEYKLAGVFLGGRSMGSRAAASVMCHIEPDDGDDFVRGLICISYPLHHPKQQHKLRDEDLFRLKEPVLFVSGSADEMCEKNLLEKVAQKMQAPHKIHWIEKANHSMAVKGRSTNDVFKEINTQILFWIQEITEMDKKCH. Result: 0 (no interaction).